From a dataset of Full USPTO retrosynthesis dataset with 1.9M reactions from patents (1976-2016). Predict the reactants needed to synthesize the given product. The reactants are: Br[C:2]1[CH:7]=[CH:6][C:5]([C:8]2[CH:13]=[CH:12][C:11]([CH2:14][C:15]3[N:16]([C:28]4[CH:29]=[C:30]([N:34]5[S:38](=[O:40])(=[O:39])[NH:37][C:36](=[O:41])[CH2:35]5)[CH:31]=[CH:32][CH:33]=4)[CH:17]=[C:18]([C:20]4[CH:25]=[CH:24][C:23]([Cl:26])=[CH:22][C:21]=4[Cl:27])[N:19]=3)=[CH:10][CH:9]=2)=[CH:4][CH:3]=1.[C:42]1([C@@H:48]2[CH2:52][CH2:51][NH:50][CH2:49]2)[CH:47]=[CH:46][CH:45]=[CH:44][CH:43]=1. Given the product [Cl:27][C:21]1[CH:22]=[C:23]([Cl:26])[CH:24]=[CH:25][C:20]=1[C:18]1[N:19]=[C:15]([CH2:14][C:11]2[CH:12]=[CH:13][C:8]([C:5]3[CH:6]=[CH:7][C:2]([N:50]4[CH2:51][CH2:52][C@@H:48]([C:42]5[CH:47]=[CH:46][CH:45]=[CH:44][CH:43]=5)[CH2:49]4)=[CH:3][CH:4]=3)=[CH:9][CH:10]=2)[N:16]([C:28]2[CH:29]=[C:30]([N:34]3[S:38](=[O:40])(=[O:39])[NH:37][C:36](=[O:41])[CH2:35]3)[CH:31]=[CH:32][CH:33]=2)[CH:17]=1, predict the reactants needed to synthesize it.